This data is from Catalyst prediction with 721,799 reactions and 888 catalyst types from USPTO. The task is: Predict which catalyst facilitates the given reaction. (1) Reactant: [C:1]([O:5][C:6]([NH:8][C@H:9]1[CH2:13][CH2:12][N:11]([S:14]([C:17]2[C:18]3[C:19](Br)=[CH:20][N:21]=[CH:22][C:23]=3[CH:24]=[CH:25][CH:26]=2)(=[O:16])=[O:15])[CH2:10]1)=[O:7])([CH3:4])([CH3:3])[CH3:2].[C:28]1(B(O)O)[CH:33]=[CH:32][CH:31]=[CH:30][CH:29]=1.COCCOC.C(=O)([O-])[O-].[Na+].[Na+]. Product: [C:1]([O:5][C:6]([NH:8][C@H:9]1[CH2:13][CH2:12][N:11]([S:14]([C:17]2[C:18]3[C:19]([C:28]4[CH:33]=[CH:32][CH:31]=[CH:30][CH:29]=4)=[CH:20][N:21]=[CH:22][C:23]=3[CH:24]=[CH:25][CH:26]=2)(=[O:16])=[O:15])[CH2:10]1)=[O:7])([CH3:4])([CH3:3])[CH3:2]. The catalyst class is: 103. (2) Reactant: O.[NH2:2][NH2:3].CS[C:6]([S:33][CH3:34])=[CH:7][C:8]([C:10]1[N:26](C2CCCCO2)[C:13]2=[CH:14][C:15]3[C:16]([CH3:25])([CH3:24])[C:17](=[O:23])[N:18]([CH2:21][CH3:22])[C:19]=3[CH:20]=[C:12]2[N:11]=1)=O. Product: [CH2:21]([N:18]1[C:19]2[CH:20]=[C:12]3[N:11]=[C:10]([C:8]4[CH:7]=[C:6]([S:33][CH3:34])[NH:3][N:2]=4)[NH:26][C:13]3=[CH:14][C:15]=2[C:16]([CH3:24])([CH3:25])[C:17]1=[O:23])[CH3:22]. The catalyst class is: 10. (3) Reactant: Cl.[NH2:2][C:3]1[CH:8]=[CH:7][C:6]([CH2:9][CH2:10][O:11][C:12]2[CH:17]=[CH:16][C:15]([CH2:18][C@H:19]([O:23][CH2:24][CH3:25])[C:20]([OH:22])=[O:21])=[CH:14][CH:13]=2)=[CH:5][CH:4]=1.C(=O)([O-])O.[Na+].[C:31]([C:35]1[CH:43]=[CH:42][C:38]([C:39](Cl)=[O:40])=[CH:37][CH:36]=1)([CH3:34])([CH3:33])[CH3:32]. Product: [C:31]([C:35]1[CH:36]=[CH:37][C:38]([C:39]([NH:2][C:3]2[CH:4]=[CH:5][C:6]([CH2:9][CH2:10][O:11][C:12]3[CH:17]=[CH:16][C:15]([CH2:18][C@H:19]([O:23][CH2:24][CH3:25])[C:20]([OH:22])=[O:21])=[CH:14][CH:13]=3)=[CH:7][CH:8]=2)=[O:40])=[CH:42][CH:43]=1)([CH3:34])([CH3:32])[CH3:33]. The catalyst class is: 7. (4) Reactant: F[B-](F)(F)F.[CH3:6][O+:7]([CH3:9])C.[Br:10][C:11]1[CH:12]=[C:13]([C:17]2([CH3:26])[CH2:22][N:21]([CH3:23])[C:20](=[O:24])C(=O)[NH:18]2)[CH:14]=[CH:15][CH:16]=1. Product: [Br:10][C:11]1[CH:12]=[C:13]([C:17]2([CH3:26])[CH2:22][N:21]([CH3:23])[C:20](=[O:24])[C:6]([O:7][CH3:9])=[N:18]2)[CH:14]=[CH:15][CH:16]=1. The catalyst class is: 2.